Dataset: Catalyst prediction with 721,799 reactions and 888 catalyst types from USPTO. Task: Predict which catalyst facilitates the given reaction. Reactant: C[C:2]1([OH:12])[CH:9]2[CH2:10][CH:5]3[CH2:6][CH:7]([CH2:11][CH:3]1[CH2:4]3)[CH2:8]2.[CH2:13](N(CC)CC)C.[C:20](Cl)(=[O:24])[C:21]([CH3:23])=[CH2:22].O. Product: [C:20]([O:12][CH:2]1[CH:3]2[CH2:4][CH:5]3[CH2:6][CH:7]([CH2:8][C:9]1([CH3:13])[CH2:10]3)[CH2:11]2)(=[O:24])[C:21]([CH3:23])=[CH2:22]. The catalyst class is: 7.